Dataset: CYP1A2 inhibition data for predicting drug metabolism from PubChem BioAssay. Task: Regression/Classification. Given a drug SMILES string, predict its absorption, distribution, metabolism, or excretion properties. Task type varies by dataset: regression for continuous measurements (e.g., permeability, clearance, half-life) or binary classification for categorical outcomes (e.g., BBB penetration, CYP inhibition). Dataset: cyp1a2_veith. The compound is CCCn1nc2cc(C(=O)NCc3ccccc3OC)ccc2c1OCC. The result is 0 (non-inhibitor).